This data is from Full USPTO retrosynthesis dataset with 1.9M reactions from patents (1976-2016). The task is: Predict the reactants needed to synthesize the given product. (1) The reactants are: C[O:2][C:3](=[O:37])[C:4]1[CH:9]=[CH:8][C:7]([CH3:10])=[C:6]([NH:11][C:12]([N:14]([C:21]2[N:22]([C:30]3[CH:35]=[CH:34][C:33]([Cl:36])=[CH:32][CH:31]=3)[N:23]=[C:24]3[C:29]=2[CH:28]=[CH:27][CH:26]=[CH:25]3)[CH:15]2[CH2:20][CH2:19][CH2:18][CH2:17][CH2:16]2)=[O:13])[CH:5]=1.[OH-].[Li+]. Given the product [Cl:36][C:33]1[CH:32]=[CH:31][C:30]([N:22]2[C:21]([N:14]([CH:15]3[CH2:20][CH2:19][CH2:18][CH2:17][CH2:16]3)[C:12](=[O:13])[NH:11][C:6]3[CH:5]=[C:4]([CH:9]=[CH:8][C:7]=3[CH3:10])[C:3]([OH:37])=[O:2])=[C:29]3[C:24]([CH:25]=[CH:26][CH:27]=[CH:28]3)=[N:23]2)=[CH:35][CH:34]=1, predict the reactants needed to synthesize it. (2) The reactants are: [CH3:1][S-:2].[Na+].Cl[C:5]1[C:10]([O:11][CH2:12][CH2:13][OH:14])=[CH:9][CH:8]=[CH:7][N:6]=1. Given the product [CH3:1][S:2][C:5]1[C:10]([O:11][CH2:12][CH2:13][OH:14])=[CH:9][CH:8]=[CH:7][N:6]=1, predict the reactants needed to synthesize it. (3) Given the product [CH3:1][O:2][C:3]1[CH:8]=[CH:7][C:6]([O:9][CH3:10])=[CH:5][C:4]=1[CH2:11][C@H:12]([NH:14][C:15](=[O:20])[C:16]([F:17])([F:18])[F:19])[CH3:13], predict the reactants needed to synthesize it. The reactants are: [CH3:1][O:2][C:3]1[CH:8]=[CH:7][C:6]([O:9][CH3:10])=[CH:5][C:4]=1[C:11](=O)[C@H:12]([NH:14][C:15](=[O:20])[C:16]([F:19])([F:18])[F:17])[CH3:13].C([SiH](CC)CC)C. (4) Given the product [F:1][C:2]1[CH:7]=[C:6]([O:8][S:51]([C:54]([F:57])([F:56])[F:55])(=[O:53])=[O:52])[CH:5]=[CH:4][C:3]=1[C:9]1[C:14]([C:15]([F:16])([F:17])[F:18])=[CH:13][C:12]([F:19])=[C:11]([CH2:20][O:21][C:22]2[N:27]=[CH:26][C:25]3[C@@H:28]4[C@@H:31]([C:32]([O:34][CH2:35][CH3:36])=[O:33])[C@@H:29]4[CH2:30][C:24]=3[CH:23]=2)[CH:10]=1, predict the reactants needed to synthesize it. The reactants are: [F:1][C:2]1[CH:7]=[C:6]([OH:8])[CH:5]=[CH:4][C:3]=1[C:9]1[C:14]([C:15]([F:18])([F:17])[F:16])=[CH:13][C:12]([F:19])=[C:11]([CH2:20][O:21][C:22]2[N:27]=[CH:26][C:25]3[C@@H:28]4[C@@H:31]([C:32]([O:34][CH2:35][CH3:36])=[O:33])[C@@H:29]4[CH2:30][C:24]=3[CH:23]=2)[CH:10]=1.CCN(CC)CC.C1(N([S:51]([C:54]([F:57])([F:56])[F:55])(=[O:53])=[O:52])[S:51]([C:54]([F:57])([F:56])[F:55])(=[O:53])=[O:52])C=CC=CC=1.O. (5) Given the product [CH3:27][O:26][C:24]1[CH:23]=[C:22]([NH:28][C:29](=[O:30])[N:7]([CH2:1][CH2:2][CH2:3][CH2:4][CH2:5][CH3:6])[C:8]2[CH:17]=[CH:16][C:11]3[N:12]=[C:13]([SH:15])[S:14][C:10]=3[CH:9]=2)[CH:21]=[C:20]([O:19][CH3:18])[CH:25]=1, predict the reactants needed to synthesize it. The reactants are: [CH2:1]([NH:7][C:8]1[CH:17]=[CH:16][C:11]2[N:12]=[C:13]([SH:15])[S:14][C:10]=2[CH:9]=1)[CH2:2][CH2:3][CH2:4][CH2:5][CH3:6].[CH3:18][O:19][C:20]1[CH:21]=[C:22]([N:28]=[C:29]=[O:30])[CH:23]=[C:24]([O:26][CH3:27])[CH:25]=1. (6) Given the product [CH3:17][O:18][C:19]1[CH:20]=[C:21]2[C:26](=[CH:27][C:28]=1[O:29][CH3:30])[N:25]=[CH:24][N:23]=[C:22]2[CH:31]1[CH2:36][CH2:35][N:34]([C:11](=[O:13])[CH2:10][C:7]2[CH:6]=[CH:5][C:4]([CH:1]([CH3:2])[CH3:3])=[CH:9][CH:8]=2)[CH2:33][CH2:32]1, predict the reactants needed to synthesize it. The reactants are: [CH:1]([C:4]1[CH:9]=[CH:8][C:7]([CH2:10][C:11]([OH:13])=O)=[CH:6][CH:5]=1)([CH3:3])[CH3:2].N=C=N.[CH3:17][O:18][C:19]1[CH:20]=[C:21]2[C:26](=[CH:27][C:28]=1[O:29][CH3:30])[N:25]=[CH:24][N:23]=[C:22]2[CH:31]1[CH2:36][CH2:35][NH:34][CH2:33][CH2:32]1. (7) The reactants are: [CH3:1][C:2]1[S:6][C:5]2[NH:7][C:8]3[CH:9]=[CH:10][CH:11]=[CH:12][C:13]=3[N:14]=[C:15]([N:16]3[CH2:21][CH2:20][N:19]([CH3:22])[CH2:18][CH2:17]3)[C:4]=2[CH:3]=1.[CH:23]([NH:26][C:27](=[O:31])[O:28][CH2:29][I:30])([CH3:25])[CH3:24]. Given the product [I-:30].[CH:23]([NH:26][C:27]([O:28][CH2:29][N+:19]1([CH3:22])[CH2:20][CH2:21][N:16]([C:15]2[C:4]3[CH:3]=[C:2]([CH3:1])[S:6][C:5]=3[NH:7][C:8]3[CH:9]=[CH:10][CH:11]=[CH:12][C:13]=3[N:14]=2)[CH2:17][CH2:18]1)=[O:31])([CH3:25])[CH3:24], predict the reactants needed to synthesize it.